Predict the product of the given reaction. From a dataset of Forward reaction prediction with 1.9M reactions from USPTO patents (1976-2016). Given the reactants [F:1][C:2]([F:11])([F:10])[C:3]1[CH:8]=[CH:7][CH:6]=[CH:5][C:4]=1[OH:9].[CH2:12](O)[CH2:13][C@@H:14](O)[CH3:15].[OH:18][C:19]1[CH:24]=[CH:23][C:22]([CH:25]([C:31]#[C:32][CH3:33])[CH2:26][C:27]([O:29]C)=[O:28])=[CH:21][CH:20]=1, predict the reaction product. The product is: [F:1][C:2]([F:10])([F:11])[C:3]1[CH:8]=[CH:7][CH:6]=[CH:5][C:4]=1[O:9][C@@H:13]([CH3:12])[CH2:14][CH2:15][O:18][C:19]1[CH:24]=[CH:23][C:22]([CH:25]([C:31]#[C:32][CH3:33])[CH2:26][C:27]([OH:29])=[O:28])=[CH:21][CH:20]=1.